From a dataset of Reaction yield outcomes from USPTO patents with 853,638 reactions. Predict the reaction yield, written as a fraction of the theoretical maximum amount of product (1.0 means a 100% yield; for example, 0.34 means a 34% yield). The reactants are FC(F)(F)C(O)=O.[CH2:8]([NH:10][C:11](=[O:40])[NH:12][C:13]1[CH:18]=[CH:17][C:16]([C:19]2[N:20]=[C:21]([N:33]3[CH2:38][CH2:37][O:36][CH2:35][C@@H:34]3[CH3:39])[C:22]3[CH2:27][N:26]([C:28]([O:30][CH2:31][CH3:32])=[O:29])[CH2:25][C:23]=3[N:24]=2)=[CH:15][CH:14]=1)[CH3:9].FC(F)(F)C(O)=O.CCN(C(C)C)C(C)C.ClC(OCC)=O. The catalyst is O1CCOCC1. The product is [CH2:8]([NH:10][C:11](=[O:40])[NH:12][C:13]1[CH:14]=[CH:15][C:16]([C:19]2[N:20]=[C:21]([N:33]3[CH2:38][CH2:37][O:36][CH2:35][C@@H:34]3[CH3:39])[C:22]3[CH2:27][N:26]([C:28]([O:30][CH2:31][CH3:32])=[O:29])[CH2:25][C:23]=3[N:24]=2)=[CH:17][CH:18]=1)[CH3:9]. The yield is 0.320.